From a dataset of Forward reaction prediction with 1.9M reactions from USPTO patents (1976-2016). Predict the product of the given reaction. (1) Given the reactants [CH3:1][O:2][C:3]1[CH:4]=[C:5]2[C:9](=[CH:10][CH:11]=1)[NH:8][C:7]([C:12]1[CH:17]=[CH:16][CH:15]=[CH:14][CH:13]=1)=[CH:6]2.[H-].[Na+].Cl[CH2:21][C:22]1[N:27]=[C:26]([C:28]([O:30][CH3:31])=[O:29])[CH:25]=[CH:24][CH:23]=1.[Cl-].[NH4+], predict the reaction product. The product is: [CH3:1][O:2][C:3]1[CH:4]=[C:5]2[C:9](=[CH:10][CH:11]=1)[N:8]([CH2:21][C:22]1[N:27]=[C:26]([C:28]([O:30][CH3:31])=[O:29])[CH:25]=[CH:24][CH:23]=1)[C:7]([C:12]1[CH:13]=[CH:14][CH:15]=[CH:16][CH:17]=1)=[CH:6]2. (2) Given the reactants [NH2:1][C:2]1[S:3][CH:4]=[CH:5][N:6]=1.N1C=CC=CC=1.C(Cl)Cl.[Br:16][C:17]1[CH:22]=[CH:21][C:20]([S:23](Cl)(=[O:25])=[O:24])=[C:19]([F:27])[CH:18]=1, predict the reaction product. The product is: [Br:16][C:17]1[CH:22]=[CH:21][C:20]([S:23]([NH:1][C:2]2[S:3][CH:4]=[CH:5][N:6]=2)(=[O:24])=[O:25])=[C:19]([F:27])[CH:18]=1.